From a dataset of Forward reaction prediction with 1.9M reactions from USPTO patents (1976-2016). Predict the product of the given reaction. Given the reactants [NH2:1][CH2:2][C@@H:3]1[C@H:8]([CH3:9])[CH2:7][CH2:6][CH2:5][N:4]1[C:10]([C:12]1[CH:17]=[C:16]([CH3:18])[CH:15]=[CH:14][C:13]=1[C:19]1[CH:20]=[N:21][N:22]([CH3:24])[CH:23]=1)=[O:11].Br[C:26]1[C:31]([F:32])=[CH:30][C:29]([Cl:33])=[CH:28][N:27]=1, predict the reaction product. The product is: [Cl:33][C:29]1[CH:30]=[C:31]([F:32])[C:26]([NH:1][CH2:2][C@@H:3]2[C@H:8]([CH3:9])[CH2:7][CH2:6][CH2:5][N:4]2[C:10]([C:12]2[CH:17]=[C:16]([CH3:18])[CH:15]=[CH:14][C:13]=2[C:19]2[CH:20]=[N:21][N:22]([CH3:24])[CH:23]=2)=[O:11])=[N:27][CH:28]=1.